This data is from Forward reaction prediction with 1.9M reactions from USPTO patents (1976-2016). The task is: Predict the product of the given reaction. (1) Given the reactants C(OC([N:8]1[CH2:12][C@@H:11]([CH2:13][NH:14][C:15](=[O:26])[C:16]2[CH:21]=[CH:20][CH:19]=[C:18]([C:22]([O:24]C)=[O:23])[CH:17]=2)[CH2:10][C@H:9]1[C:27]([N:29]1[CH2:33][CH2:32][S:31][CH2:30]1)=[O:28])=O)(C)(C)C.Cl, predict the reaction product. The product is: [S:31]1[CH2:32][CH2:33][N:29]([C:27]([C@H:9]2[NH:8][CH2:12][C@@H:11]([CH2:13][NH:14][C:15](=[O:26])[C:16]3[CH:17]=[C:18]([CH:19]=[CH:20][CH:21]=3)[C:22]([OH:24])=[O:23])[CH2:10]2)=[O:28])[CH2:30]1. (2) Given the reactants [NH2:1][C:2]1[CH:7]=[CH:6][N:5]=[CH:4][CH:3]=1.[N:8]([C:11]1[CH:16]=[CH:15][C:14](B2OC(C)(C)C(C)(C)O2)=[CH:13][CH:12]=1)=[C:9]=[O:10].C(N(CC)CC)C.Cl[C:34]1[N:35]=[C:36]([N:51]2[CH2:56][CH2:55][O:54][CH2:53][CH2:52]2)[C:37]2[N:42]=[N:41][N:40]([CH2:43][C:44]([O:46][C:47]([CH3:50])([CH3:49])[CH3:48])=[O:45])[C:38]=2[N:39]=1.C([O-])([O-])=O.[Na+].[Na+], predict the reaction product. The product is: [N:51]1([C:36]2[C:37]3[N:42]=[N:41][N:40]([CH2:43][C:44]([O:46][C:47]([CH3:50])([CH3:49])[CH3:48])=[O:45])[C:38]=3[N:39]=[C:34]([C:14]3[CH:13]=[CH:12][C:11]([NH:8][C:9](=[O:10])[NH:1][C:2]4[CH:7]=[CH:6][N:5]=[CH:4][CH:3]=4)=[CH:16][CH:15]=3)[N:35]=2)[CH2:56][CH2:55][O:54][CH2:53][CH2:52]1. (3) The product is: [CH:1]([C:3]1[C:11]2[CH:10]=[CH:9][S:8][C:7]=2[C:6]([O:12][C:13]2[CH:20]=[CH:19][C:16]([C:17]([NH2:18])=[O:22])=[CH:15][N:14]=2)=[CH:5][CH:4]=1)=[O:2]. Given the reactants [CH:1]([C:3]1[C:11]2[CH:10]=[CH:9][S:8][C:7]=2[C:6]([O:12][C:13]2[CH:20]=[CH:19][C:16]([C:17]#[N:18])=[CH:15][N:14]=2)=[CH:5][CH:4]=1)=[O:2].C([O-])([O-])=[O:22].[K+].[K+].OO.O, predict the reaction product. (4) Given the reactants [C:1]([C:3]1[CH:4]=[C:5]([CH:10]=[C:11]([CH2:13][CH3:14])[CH:12]=1)[C:6]([O:8]C)=[O:7])#[N:2].[Li+].[OH-], predict the reaction product. The product is: [C:1]([C:3]1[CH:4]=[C:5]([CH:10]=[C:11]([CH2:13][CH3:14])[CH:12]=1)[C:6]([OH:8])=[O:7])#[N:2].